From a dataset of Full USPTO retrosynthesis dataset with 1.9M reactions from patents (1976-2016). Predict the reactants needed to synthesize the given product. (1) Given the product [C:12]([N:11]([CH3:20])[CH2:10][C@H:9]([C:4]1[CH:5]=[CH:6][C:7]([Cl:8])=[C:2]([Cl:1])[CH:3]=1)[CH2:21][CH2:22][N:32]1[CH2:31][CH2:30][C:29]([CH:35]2[CH2:40][CH2:39][CH2:38][CH2:37][CH2:36]2)([C:27]([N:26]([CH3:41])[CH3:25])=[O:28])[CH2:34][CH2:33]1)(=[O:19])[C:13]1[CH:14]=[CH:15][CH:16]=[CH:17][CH:18]=1, predict the reactants needed to synthesize it. The reactants are: [Cl:1][C:2]1[CH:3]=[C:4]([C@H:9]([CH2:21][CH:22]=O)[CH2:10][N:11]([CH3:20])[C:12](=[O:19])[C:13]2[CH:18]=[CH:17][CH:16]=[CH:15][CH:14]=2)[CH:5]=[CH:6][C:7]=1[Cl:8].Cl.[CH3:25][N:26]([CH3:41])[C:27]([C:29]1([CH:35]2[CH2:40][CH2:39][CH2:38][CH2:37][CH2:36]2)[CH2:34][CH2:33][NH:32][CH2:31][CH2:30]1)=[O:28].C([O-])(=O)C.[Na+].C(O[BH-](OC(=O)C)OC(=O)C)(=O)C.[Na+]. (2) Given the product [Cl:3][C:15]1[C:10]2[CH:9]=[C:8]([CH2:6][CH3:7])[NH:19][C:11]=2[N:12]=[C:13]([S:17][CH3:18])[N:14]=1, predict the reactants needed to synthesize it. The reactants are: P(Cl)(Cl)([Cl:3])=O.[CH2:6]([C:8]1[NH:19][C:11]2[N:12]=[C:13]([S:17][CH3:18])[NH:14][C:15](=O)[C:10]=2[CH:9]=1)[CH3:7].CN(C)C1C=CC=CC=1. (3) Given the product [NH2:20][CH:18]1[CH2:19][N:16]([S:13]([NH:12][C:10]2[CH:9]=[C:8]([O:28][CH3:29])[N:7]=[C:6]([S:5][CH2:4][C:3]3[CH:30]=[CH:31][CH:32]=[C:33]([F:34])[C:2]=3[F:1])[N:11]=2)(=[O:14])=[O:15])[CH2:17]1, predict the reactants needed to synthesize it. The reactants are: [F:1][C:2]1[C:33]([F:34])=[CH:32][CH:31]=[CH:30][C:3]=1[CH2:4][S:5][C:6]1[N:11]=[C:10]([NH:12][S:13]([N:16]2[CH2:19][CH:18]([NH:20]C(=O)OC(C)(C)C)[CH2:17]2)(=[O:15])=[O:14])[CH:9]=[C:8]([O:28][CH3:29])[N:7]=1.C(O)(C(F)(F)F)=O. (4) Given the product [C:14]([O:18][C:19]([N:21]1[CH2:26][CH2:25][CH:24]([CH2:27][NH:28][CH:9]2[CH2:8][CH2:7][C:6]3[C:11](=[CH:12][C:3]([O:2][CH3:1])=[CH:4][CH:5]=3)[CH2:10]2)[CH2:23][CH2:22]1)=[O:20])([CH3:17])([CH3:16])[CH3:15], predict the reactants needed to synthesize it. The reactants are: [CH3:1][O:2][C:3]1[CH:12]=[C:11]2[C:6]([CH2:7][CH2:8][C:9](=O)[CH2:10]2)=[CH:5][CH:4]=1.[C:14]([O:18][C:19]([N:21]1[CH2:26][CH2:25][CH:24]([CH2:27][NH2:28])[CH2:23][CH2:22]1)=[O:20])([CH3:17])([CH3:16])[CH3:15].C(O[BH-](OC(=O)C)OC(=O)C)(=O)C.[Na+]. (5) Given the product [Cl:3][C:4]1[CH:8]=[C:7]([CH:9]=[O:10])[NH:6][C:5]=1[C:11]([OH:13])=[O:12], predict the reactants needed to synthesize it. The reactants are: [Li+].[OH-].[Cl:3][C:4]1[CH:8]=[C:7]([CH:9]=[O:10])[NH:6][C:5]=1[C:11]([O:13]C)=[O:12]. (6) Given the product [CH2:7]([O:9][C:10]([C:12]1[CH:17]=[CH:16][CH:15]=[C:14]([C:34]2[CH:33]=[CH:32][C:31]([C@@H:29]([N:25]3[CH2:24][CH2:23][C@:22]([CH2:21][C:20]([OH:19])([CH3:52])[CH3:53])([C:46]4[CH:51]=[CH:50][CH:49]=[CH:48][CH:47]=4)[O:27][C:26]3=[O:28])[CH3:30])=[CH:36][CH:35]=2)[N:13]=1)=[O:11])[CH3:8], predict the reactants needed to synthesize it. The reactants are: C([O-])([O-])=O.[Na+].[Na+].[CH2:7]([O:9][C:10]([C:12]1[CH:17]=[CH:16][CH:15]=[C:14](Br)[N:13]=1)=[O:11])[CH3:8].[OH:19][C:20]([CH3:53])([CH3:52])[CH2:21][C@@:22]1([C:46]2[CH:51]=[CH:50][CH:49]=[CH:48][CH:47]=2)[O:27][C:26](=[O:28])[N:25]([C@H:29]([C:31]2[CH:36]=[CH:35][C:34](B3OC(C)(C)C(C)(C)O3)=[CH:33][CH:32]=2)[CH3:30])[CH2:24][CH2:23]1. (7) Given the product [CH3:30][N:32]([CH3:33])[C:10]([C@@H:9]1[CH2:13][C:14]([F:17])([F:16])[CH2:15][N:8]1[C:6]([O:5][C:1]([CH3:4])([CH3:3])[CH3:2])=[O:7])=[O:11], predict the reactants needed to synthesize it. The reactants are: [C:1]([O:5][C:6]([N:8]1[CH2:15][C:14]([F:17])([F:16])[CH2:13][C@H:9]1[C:10](O)=[O:11])=[O:7])([CH3:4])([CH3:3])[CH3:2].O.ON1C2C=CC=CC=2N=N1.Cl.[CH2:30]([N:32]=[C:33]=NCCCN(C)C)C.CNC.C(=O)([O-])[O-].[K+].[K+]. (8) Given the product [CH:1]1([S:4]([NH:7][C:8]([C@:10]23[NH:50][C:49](=[O:51])[C@@H:48]4[CH2:52][C@@H:45]5[CH2:46][N:47]4[C:53](=[O:54])[C@@H:20]([NH:21][C:22](=[O:55])[O:23][C@H:24]4[C@H:28]([CH2:29][CH2:30][CH2:31][CH2:32][CH2:33][C:34]6[C:43]([O:44]5)=[CH:42][C:41]5[C:36](=[CH:37][CH:38]=[CH:39][CH:40]=5)[N:35]=6)[CH2:27][CH2:26][CH2:25]4)[CH2:19][CH2:18][CH2:17][CH2:16][CH2:15][CH:14]=[CH:13][C@@H:12]2[CH2:11]3)=[O:9])(=[O:5])=[O:6])[CH2:3][CH2:2]1, predict the reactants needed to synthesize it. The reactants are: [CH:1]1([S:4]([NH:7][C:8]([C@:10]23[NH:50][C:49](=[O:51])[C@@H:48]4[CH2:52][C@@H:45]5[CH2:46][N:47]4[C:53](=[O:54])[C@@H:20]([NH:21][C:22](=[O:55])[O:23][C@H:24]4[C@H:28]([CH2:29][CH2:30][CH2:31][CH:32]=[CH:33][C:34]6[C:43]([O:44]5)=[CH:42][C:41]5[C:36](=[CH:37][CH:38]=[CH:39][CH:40]=5)[N:35]=6)[CH2:27][CH2:26][CH2:25]4)[CH2:19][CH2:18][CH2:17][CH2:16][CH2:15][CH:14]=[CH:13][C@@H:12]2[CH2:11]3)=[O:9])(=[O:6])=[O:5])[CH2:3][CH2:2]1.[BH4-].[Na+]. (9) Given the product [CH:16]1([CH2:15][CH:14]([C:21]2[CH:26]=[CH:25][C:24]([S:27]([CH3:30])(=[O:29])=[O:28])=[CH:23][CH:22]=2)[C:13]([NH:12][C:8]2[S:9][C:10]([CH3:11])=[C:6]([CH2:5][C:4]([OH:32])=[O:3])[N:7]=2)=[O:31])[CH2:20][CH2:19][CH2:18][CH2:17]1, predict the reactants needed to synthesize it. The reactants are: C([O:3][C:4](=[O:32])[CH2:5][C:6]1[N:7]=[C:8]([NH:12][C:13](=[O:31])[CH:14]([C:21]2[CH:26]=[CH:25][C:24]([S:27]([CH3:30])(=[O:29])=[O:28])=[CH:23][CH:22]=2)[CH2:15][CH:16]2[CH2:20][CH2:19][CH2:18][CH2:17]2)[S:9][C:10]=1[CH3:11])C.[OH-].[Na+].Cl.